Dataset: Forward reaction prediction with 1.9M reactions from USPTO patents (1976-2016). Task: Predict the product of the given reaction. (1) Given the reactants [CH:1]1([S:7]([CH2:10][C:11]2[N:12]=[C:13]([C:17]3[CH:25]=[CH:24][C:20]([C:21]([OH:23])=O)=[CH:19][CH:18]=3)[O:14][C:15]=2[CH3:16])(=[O:9])=[O:8])[CH2:6][CH2:5][CH2:4][CH2:3][CH2:2]1.[N:26]1[CH:31]=[CH:30][CH:29]=[C:28]([CH2:32][NH2:33])[CH:27]=1.CCN=C=NCCCN(C)C.C1C=CC2N(O)N=NC=2C=1.C(N(CC)CC)C, predict the reaction product. The product is: [CH:1]1([S:7]([CH2:10][C:11]2[N:12]=[C:13]([C:17]3[CH:25]=[CH:24][C:20]([C:21]([NH:33][CH2:32][C:28]4[CH:27]=[N:26][CH:31]=[CH:30][CH:29]=4)=[O:23])=[CH:19][CH:18]=3)[O:14][C:15]=2[CH3:16])(=[O:8])=[O:9])[CH2:6][CH2:5][CH2:4][CH2:3][CH2:2]1. (2) Given the reactants C(NC1C=CC(C2C=C3C(CN([C@@H](C(C)C)C(O)=O)C3=O)=CC=2)=CC=1)(=O)C1C=CC=CC=1.[F:33][C:34]1[CH:35]=[C:36]([CH:64]=[CH:65][C:66]=1[F:67])[C:37]([NH:39][C:40]1[CH:45]=[CH:44][C:43]([C:46]2[CH:54]=[C:53]3[C:49]([CH2:50][N:51]([C@@H:56]([CH:61]([CH3:63])[CH3:62])[C:57]([O:59]C)=[O:58])[C:52]3=[O:55])=[CH:48][CH:47]=2)=[CH:42][CH:41]=1)=[O:38], predict the reaction product. The product is: [F:33][C:34]1[CH:35]=[C:36]([CH:64]=[CH:65][C:66]=1[F:67])[C:37]([NH:39][C:40]1[CH:45]=[CH:44][C:43]([C:46]2[CH:54]=[C:53]3[C:49]([CH2:50][N:51]([C@@H:56]([CH:61]([CH3:62])[CH3:63])[C:57]([OH:59])=[O:58])[C:52]3=[O:55])=[CH:48][CH:47]=2)=[CH:42][CH:41]=1)=[O:38].